This data is from Forward reaction prediction with 1.9M reactions from USPTO patents (1976-2016). The task is: Predict the product of the given reaction. (1) Given the reactants [NH2:1][C:2]1[CH:7]=[C:6]([Cl:8])[C:5]([OH:9])=[C:4]([Cl:10])[CH:3]=1.[N:11]([C:14]([CH3:21])([CH2:16][C:17]([CH3:20])([CH3:19])[CH3:18])[CH3:15])=[C:12]=[O:13].CNCCS, predict the reaction product. The product is: [Cl:8][C:6]1[CH:7]=[C:2]([NH:1][C:12]([NH:11][C:14]([CH3:21])([CH3:15])[CH2:16][C:17]([CH3:20])([CH3:19])[CH3:18])=[O:13])[CH:3]=[C:4]([Cl:10])[C:5]=1[OH:9]. (2) Given the reactants [C:1]([C:5]1[CH:28]=[CH:27][CH:26]=[CH:25][C:6]=1[O:7][C:8]1[CH:9]=[N:10][N:11]([CH:15]([CH2:19][CH:20]2[CH2:24][CH2:23][CH2:22][CH2:21]2)[C:16]([OH:18])=O)[C:12](=[O:14])[CH:13]=1)([CH3:4])([CH3:3])[CH3:2].[NH2:29][C:30]1[CH:34]=[CH:33][N:32]([CH2:35][C:36]([CH3:39])([OH:38])[CH3:37])[N:31]=1, predict the reaction product. The product is: [C:1]([C:5]1[CH:28]=[CH:27][CH:26]=[CH:25][C:6]=1[O:7][C:8]1[CH:9]=[N:10][N:11]([CH:15]([CH2:19][CH:20]2[CH2:21][CH2:22][CH2:23][CH2:24]2)[C:16]([NH:29][C:30]2[CH:34]=[CH:33][N:32]([CH2:35][C:36]([OH:38])([CH3:37])[CH3:39])[N:31]=2)=[O:18])[C:12](=[O:14])[CH:13]=1)([CH3:3])([CH3:4])[CH3:2]. (3) Given the reactants [Cl:1][C:2]1[CH:7]=[CH:6][C:5]([CH:8]([CH3:12])[C:9]([OH:11])=O)=[CH:4][CH:3]=1.[NH2:13][CH2:14][CH2:15][CH2:16][N:17]1[CH2:22][CH2:21][CH:20]([C:23]2[CH:24]=[C:25]([NH:29][C:30](=[O:34])[CH2:31][CH2:32][CH3:33])[CH:26]=[CH:27][CH:28]=2)[CH2:19][CH2:18]1, predict the reaction product. The product is: [Cl:1][C:2]1[CH:3]=[CH:4][C:5]([CH:8]([CH3:12])[C:9]([NH:13][CH2:14][CH2:15][CH2:16][N:17]2[CH2:22][CH2:21][CH:20]([C:23]3[CH:24]=[C:25]([NH:29][C:30](=[O:34])[CH2:31][CH2:32][CH3:33])[CH:26]=[CH:27][CH:28]=3)[CH2:19][CH2:18]2)=[O:11])=[CH:6][CH:7]=1. (4) Given the reactants [Br-].FC1(F)OC2C=C(C)C(C3N=[CH:14][C:15]([NH:18][C:19](=O)[C:20]4[CH:25]=[CH:24][CH:23]=[CH:22][C:21]=4F)=[N:16]C=3)=CC=2O1.P([O-])([O-])([O-])=O.[K+].[K+].[K+].O1[CH2:43][CH2:42][O:41][CH2:40][CH2:39]1.[C:44](#N)C.O, predict the reaction product. The product is: [CH3:39][C:40]1[O:41][C:42]2[CH:43]=[CH:21][CH:22]=[CH:23][C:24]=2[C:25]=1[C:20]1[CH:44]=[CH:14][C:15]([NH2:16])=[N:18][CH:19]=1. (5) Given the reactants [NH2:1][C@H:2]1[CH2:7][CH2:6][C@H:5]([NH:8][C:9]2[CH:14]=[C:13]([C:15]3[C:20]([Cl:21])=[CH:19][CH:18]=[C:17]([NH:22][CH2:23][CH:24]4[CH2:29][CH2:28][O:27][CH2:26][CH2:25]4)[N:16]=3)[C:12]([Cl:30])=[CH:11][N:10]=2)[CH2:4][CH2:3]1.[F:31][C:32]([F:37])([F:36])[C@H:33]1[O:35][CH2:34]1, predict the reaction product. The product is: [Cl:21][C:20]1[C:15]([C:13]2[C:12]([Cl:30])=[CH:11][N:10]=[C:9]([NH:8][C@H:5]3[CH2:6][CH2:7][C@H:2]([NH:1][CH2:34][C@H:33]([OH:35])[C:32]([F:37])([F:36])[F:31])[CH2:3][CH2:4]3)[CH:14]=2)=[N:16][C:17]([NH:22][CH2:23][CH:24]2[CH2:29][CH2:28][O:27][CH2:26][CH2:25]2)=[CH:18][CH:19]=1.